From a dataset of Catalyst prediction with 721,799 reactions and 888 catalyst types from USPTO. Predict which catalyst facilitates the given reaction. Reactant: [C:1]([C:5]1[CH:11]=[CH:10][C:8]([OH:9])=[CH:7][C:6]=1[OH:12])(=O)[CH2:2][CH3:3]. Product: [CH2:1]([C:5]1[CH:11]=[CH:10][C:8]([OH:9])=[CH:7][C:6]=1[OH:12])[CH2:2][CH3:3]. The catalyst class is: 94.